This data is from Peptide-MHC class I binding affinity with 185,985 pairs from IEDB/IMGT. The task is: Regression. Given a peptide amino acid sequence and an MHC pseudo amino acid sequence, predict their binding affinity value. This is MHC class I binding data. (1) The peptide sequence is ILQPILQRLSA. The MHC is Mamu-B03 with pseudo-sequence Mamu-B03. The binding affinity (normalized) is 0. (2) The peptide sequence is RFLLIRNSTW. The MHC is Mamu-B17 with pseudo-sequence Mamu-B17. The binding affinity (normalized) is 0.376. (3) The peptide sequence is RSVWIPGRW. The MHC is HLA-A02:12 with pseudo-sequence HLA-A02:12. The binding affinity (normalized) is 0.0847.